From a dataset of Peptide-MHC class I binding affinity with 185,985 pairs from IEDB/IMGT. Regression. Given a peptide amino acid sequence and an MHC pseudo amino acid sequence, predict their binding affinity value. This is MHC class I binding data. The peptide sequence is LLQLTVWGI. The MHC is HLA-A02:11 with pseudo-sequence HLA-A02:11. The binding affinity (normalized) is 0.851.